Dataset: Catalyst prediction with 721,799 reactions and 888 catalyst types from USPTO. Task: Predict which catalyst facilitates the given reaction. (1) Reactant: [CH:1]1([S:4]([C:7]2[CH:12]=[CH:11][C:10]([C@@H:13]([CH2:23][C@H:24]3[CH2:28][CH2:27][NH:26][CH2:25]3)[C:14]([NH:16][C:17]3[S:18][C:19]([F:22])=[CH:20][N:21]=3)=[O:15])=[CH:9][CH:8]=2)(=[O:6])=[O:5])[CH2:3][CH2:2]1.[OH:29][NH:30][C:31](=O)[O:32]C1C=CC=CC=1.O. Product: [CH:1]1([S:4]([C:7]2[CH:8]=[CH:9][C:10]([C@H:13]([C:14]([NH:16][C:17]3[S:18][C:19]([F:22])=[CH:20][N:21]=3)=[O:15])[CH2:23][C@H:24]3[CH2:28][CH2:27][N:26]([C:31]([NH:30][OH:29])=[O:32])[CH2:25]3)=[CH:11][CH:12]=2)(=[O:5])=[O:6])[CH2:3][CH2:2]1. The catalyst class is: 8. (2) Reactant: [H-].[Na+].[CH3:3][O:4][C:5]1[CH:28]=[CH:27][C:8]([CH2:9][N:10]([CH2:18][C:19]2[CH:24]=[CH:23][C:22]([O:25][CH3:26])=[CH:21][CH:20]=2)[C@H:11]2[CH2:16][CH2:15][C@H:14]([OH:17])[CH2:13][CH2:12]2)=[CH:7][CH:6]=1.[Cl:29][C:30]1[C:35](Cl)=[N:34][CH:33]=[CH:32][N:31]=1. Product: [Cl:29][C:30]1[C:35]([O:17][C@H:14]2[CH2:15][CH2:16][C@H:11]([N:10]([CH2:9][C:8]3[CH:7]=[CH:6][C:5]([O:4][CH3:3])=[CH:28][CH:27]=3)[CH2:18][C:19]3[CH:20]=[CH:21][C:22]([O:25][CH3:26])=[CH:23][CH:24]=3)[CH2:12][CH2:13]2)=[N:34][CH:33]=[CH:32][N:31]=1. The catalyst class is: 18. (3) Reactant: [OH:1][N:2]=[CH:3][C:4]1[N:5]=[C:6]([CH:9]2[CH2:14][CH2:13][N:12]([C:15](=[O:27])[CH2:16][N:17]3[C:21]([CH3:22])=[CH:20][C:19]([C:23]([F:26])([F:25])[F:24])=[N:18]3)[CH2:11][CH2:10]2)[S:7][CH:8]=1.[C:28]1([C:34]#[CH:35])[CH:33]=[CH:32][CH:31]=[CH:30][CH:29]=1.Cl[O-].[Na+]. Product: [CH3:22][C:21]1[N:17]([CH2:16][C:15]([N:12]2[CH2:13][CH2:14][CH:9]([C:6]3[S:7][CH:8]=[C:4]([C:3]4[CH:35]=[C:34]([C:28]5[CH:33]=[CH:32][CH:31]=[CH:30][CH:29]=5)[O:1][N:2]=4)[N:5]=3)[CH2:10][CH2:11]2)=[O:27])[N:18]=[C:19]([C:23]([F:26])([F:25])[F:24])[CH:20]=1. The catalyst class is: 7. (4) Reactant: [F:1][C:2]1[CH:21]=[CH:20][CH:19]=[CH:18][C:3]=1[C:4]([NH:6][C:7]1[CH:12]=[CH:11][C:10]([C:13]([NH:15][NH2:16])=[O:14])=[C:9]([F:17])[CH:8]=1)=[O:5].[F:22][CH:23]1[CH2:28][CH2:27][N:26]([CH2:29][CH2:30][CH2:31][CH2:32][N:33]=[C:34]=[S:35])[CH2:25][CH2:24]1. Product: [F:1][C:2]1[CH:21]=[CH:20][CH:19]=[CH:18][C:3]=1[C:4]([NH:6][C:7]1[CH:12]=[CH:11][C:10]([C:13]([NH:15][NH:16][C:34]([NH:33][CH2:32][CH2:31][CH2:30][CH2:29][N:26]2[CH2:27][CH2:28][CH:23]([F:22])[CH2:24][CH2:25]2)=[S:35])=[O:14])=[C:9]([F:17])[CH:8]=1)=[O:5]. The catalyst class is: 7. (5) Reactant: [CH:1]([C:3]1[O:18][C:6]2[N:7]([CH3:17])[CH:8]=[C:9]([C:12]([O:14]CC)=O)[C:10](=[O:11])[C:5]=2[CH:4]=1)=O.[O:19]1[CH:23]=[CH:22][CH:21]=[C:20]1[CH:24]([OH:28])[CH2:25][NH:26][CH3:27].C(O[BH-](O[C:39](=O)[CH3:40])OC(=O)C)(=O)C.[Na+].[OH-].[Na+].Cl[CH2:46][CH2:47][Cl:48]. Product: [Cl:48][C:47]1[CH:40]=[CH:39][C:5]([CH2:6][NH:7][C:12]([C:9]2[C:10](=[O:11])[C:5]3[CH:4]=[C:3]([CH2:1][N:26]([CH2:25][CH:24]([C:20]4[O:19][CH:23]=[CH:22][CH:21]=4)[OH:28])[CH3:27])[O:18][C:6]=3[N:7]([CH3:17])[CH:8]=2)=[O:14])=[CH:4][CH:46]=1. The catalyst class is: 211. (6) Reactant: [F:1][C:2]([F:11])([F:10])[C:3]1[CH:9]=[CH:8][C:6]([NH2:7])=[CH:5][CH:4]=1.Cl[CH2:13][CH2:14][N:15]=[C:16]=[O:17].C(=O)([O-])[O-].[K+].[K+].CC([O-])(C)C.[K+].Cl. Product: [F:1][C:2]([F:10])([F:11])[C:3]1[CH:9]=[CH:8][C:6]([N:7]2[CH2:13][CH2:14][NH:15][C:16]2=[O:17])=[CH:5][CH:4]=1. The catalyst class is: 1. (7) Reactant: O.[NH2:2][C:3]1[CH:8]=[C:7]([OH:9])[N:6]=[C:5]([SH:10])[N:4]=1.[H-].[Na+].[F:13][C:14]1[C:21]([F:22])=[CH:20][CH:19]=[CH:18][C:15]=1[CH2:16]Br. Product: [NH2:2][C:3]1[N:4]=[C:5]([S:10][CH2:16][C:15]2[CH:18]=[CH:19][CH:20]=[C:21]([F:22])[C:14]=2[F:13])[NH:6][C:7](=[O:9])[CH:8]=1. The catalyst class is: 9. (8) Reactant: [OH:1][C:2]1[CH:3]=[CH:4][C:5]([N+:10]([O-:12])=[O:11])=[C:6]([CH:9]=1)[CH:7]=[O:8].C(=O)([O-])[O-].[K+].[K+].[CH2:19](Br)[C:20]1[CH:25]=[CH:24][CH:23]=[CH:22][CH:21]=1. Product: [CH2:19]([O:1][C:2]1[CH:3]=[CH:4][C:5]([N+:10]([O-:12])=[O:11])=[C:6]([CH:9]=1)[CH:7]=[O:8])[C:20]1[CH:25]=[CH:24][CH:23]=[CH:22][CH:21]=1. The catalyst class is: 711. (9) Reactant: [F:1][C:2]1[CH:7]=[CH:6][CH:5]=[C:4]([F:8])[C:3]=1[N:9]1[C:17]2[CH:16]=[CH:15][N:14]=[C:13]([O:18]C)[C:12]=2[C:11]([C:20]2[CH:25]=[CH:24][C:23]([CH2:26][C:27]#[N:28])=[CH:22][CH:21]=2)=[N:10]1.[I-].[Na+].Cl[Si](C)(C)C.C(=O)([O-])O.[Na+]. Product: [F:1][C:2]1[CH:7]=[CH:6][CH:5]=[C:4]([F:8])[C:3]=1[N:9]1[C:17]2[CH:16]=[CH:15][NH:14][C:13](=[O:18])[C:12]=2[C:11]([C:20]2[CH:25]=[CH:24][C:23]([CH2:26][C:27]#[N:28])=[CH:22][CH:21]=2)=[N:10]1. The catalyst class is: 10.